Dataset: Catalyst prediction with 721,799 reactions and 888 catalyst types from USPTO. Task: Predict which catalyst facilitates the given reaction. (1) The catalyst class is: 8. Product: [CH:14]([N:12]1[CH2:13][CH:9]2[CH:8]([CH2:18][O:19][CH3:20])[CH:7]([N:4]3[CH2:5][CH2:6][CH:2]([NH:1][C:23]4[C:32]5[C:27](=[CH:28][CH:29]=[C:30]([C:33]([F:35])([F:36])[F:34])[CH:31]=5)[N:26]=[CH:25][N:24]=4)[C:3]3=[O:21])[CH2:17][CH:10]2[CH2:11]1)([CH3:16])[CH3:15]. Reactant: [NH2:1][CH:2]1[CH2:6][CH2:5][N:4]([CH:7]2[CH2:17][CH:10]3[CH2:11][N:12]([CH:14]([CH3:16])[CH3:15])[CH2:13][CH:9]3[CH:8]2[CH2:18][O:19][CH3:20])[C:3]1=[O:21].Cl[C:23]1[C:32]2[C:27](=[CH:28][CH:29]=[C:30]([C:33]([F:36])([F:35])[F:34])[CH:31]=2)[N:26]=[CH:25][N:24]=1.C(N(CC)CC)C. (2) Reactant: [F:1][C:2]1[CH:8]=[CH:7][C:5]([NH2:6])=[CH:4][CH:3]=1.[Li][CH2:10][CH2:11][CH2:12]C.C(Br)C=C. Product: [CH2:12]([NH:6][C:5]1[CH:7]=[CH:8][C:2]([F:1])=[CH:3][CH:4]=1)[CH:11]=[CH2:10]. The catalyst class is: 1.